From a dataset of Forward reaction prediction with 1.9M reactions from USPTO patents (1976-2016). Predict the product of the given reaction. (1) The product is: [ClH:10].[CH:1]1([N:4]2[CH2:9][CH2:8][N:7]([C:11]3[CH:20]=[CH:19][C:18]4[C:13](=[CH:14][C:15]([O:25][CH3:26])=[C:16]([O:23][CH3:24])[C:17]=4[O:21][CH3:22])[N:12]=3)[CH2:6][CH2:5]2)[CH2:3][CH2:2]1. Given the reactants [CH:1]1([N:4]2[CH2:9][CH2:8][NH:7][CH2:6][CH2:5]2)[CH2:3][CH2:2]1.[Cl:10][C:11]1[CH:20]=[CH:19][C:18]2[C:13](=[CH:14][C:15]([O:25][CH3:26])=[C:16]([O:23][CH3:24])[C:17]=2[O:21][CH3:22])[N:12]=1, predict the reaction product. (2) Given the reactants [Br:1][C:2]1[CH:3]=[C:4]([C:15]([OH:17])=O)[C:5]2[C:6]([CH3:14])=[N:7][N:8]([CH:11]([CH3:13])[CH3:12])[C:9]=2[CH:10]=1.BrC1C=C(C(OC)=O)C2C(C=O)=NNC=2C=1.CCN=C=NCCCN(C)C.Cl.C1C=CC2N(O)N=NC=2C=1.C(N(C(C)C)CC)(C)C.[NH2:65][CH2:66][C:67]1[C:68](=[O:75])[NH:69][C:70]([CH3:74])=[CH:71][C:72]=1[CH3:73], predict the reaction product. The product is: [Br:1][C:2]1[CH:3]=[C:4]([C:15]([NH:65][CH2:66][C:67]2[C:68](=[O:75])[NH:69][C:70]([CH3:74])=[CH:71][C:72]=2[CH3:73])=[O:17])[C:5]2[C:6]([CH3:14])=[N:7][N:8]([CH:11]([CH3:12])[CH3:13])[C:9]=2[CH:10]=1. (3) Given the reactants [O:1]1[C:5]2[CH:6]=[CH:7][C:8]([C:10]3[O:14][C:13]([SH:15])=[N:12][N:11]=3)=[CH:9][C:4]=2[CH2:3][CH2:2]1.[F:16][C:17]1[CH:18]=[C:19]([CH:22]=[CH:23][CH:24]=1)[CH2:20]Cl.[OH-].[Na+], predict the reaction product. The product is: [O:1]1[C:5]2[CH:6]=[CH:7][C:8]([C:10]3[O:14][C:13]([S:15][CH2:20][C:19]4[CH:22]=[CH:23][CH:24]=[C:17]([F:16])[CH:18]=4)=[N:12][N:11]=3)=[CH:9][C:4]=2[CH2:3][CH2:2]1. (4) Given the reactants [CH:1]([C:3]1[C:8]2[O:9][C:10](=[O:23])[C:11]3[CH2:12][N:13]([C:17]([O:19][CH2:20][CH:21]=[CH2:22])=[O:18])[CH2:14][CH2:15][C:16]=3[C:7]=2[CH:6]=[CH:5][C:4]=1[OH:24])=[O:2].[BH4-].[Na+], predict the reaction product. The product is: [OH:24][C:4]1[CH:5]=[CH:6][C:7]2[C:16]3[CH2:15][CH2:14][N:13]([C:17]([O:19][CH2:20][CH:21]=[CH2:22])=[O:18])[CH2:12][C:11]=3[C:10](=[O:23])[O:9][C:8]=2[C:3]=1[CH2:1][OH:2]. (5) Given the reactants [CH3:1][C:2]1[N:7]=[C:6]([C:8]([NH:10][C:11]2[C:12]([C:22]([NH:24][CH2:25][C:26]([F:29])([F:28])[F:27])=[O:23])=[N:13][N:14](C3CCCCO3)[CH:15]=2)=[O:9])[CH:5]=[CH:4][CH:3]=1.O.C1(C)C=CC(S(O)(=O)=O)=CC=1, predict the reaction product. The product is: [CH3:1][C:2]1[N:7]=[C:6]([C:8]([NH:10][C:11]2[C:12]([C:22]([NH:24][CH2:25][C:26]([F:28])([F:27])[F:29])=[O:23])=[N:13][NH:14][CH:15]=2)=[O:9])[CH:5]=[CH:4][CH:3]=1.